This data is from Forward reaction prediction with 1.9M reactions from USPTO patents (1976-2016). The task is: Predict the product of the given reaction. (1) Given the reactants Cl[C:2]1[CH:3]=[CH:4][C:5]([N+:9]([O-:11])=[O:10])=[C:6]([NH2:8])[CH:7]=1.[N:12]1([CH2:18][CH2:19][CH2:20][NH2:21])[CH2:17][CH2:16][O:15][CH2:14][CH2:13]1.C([O-])([O-])=O.[K+].[K+].O, predict the reaction product. The product is: [N:12]1([CH2:18][CH2:19][CH2:20][NH:21][C:2]2[CH:3]=[CH:4][C:5]([N+:9]([O-:11])=[O:10])=[C:6]([NH2:8])[CH:7]=2)[CH2:17][CH2:16][O:15][CH2:14][CH2:13]1. (2) Given the reactants [CH3:1][O:2][C:3](=[O:37])[C@@H:4]([NH:14][C:15]([C:17]1[C:18]([CH3:36])=[N:19][C:20]([NH:24][CH2:25][CH2:26][CH2:27][C:28]2[CH:33]=[C:32]([OH:34])[CH:31]=[CH:30][C:29]=2[F:35])=[N:21][C:22]=1[CH3:23])=[O:16])[CH2:5][NH:6][C:7]([O:9]C(C)(C)C)=O.C(N(CC)CC)C.[S:45]1[CH:49]=[CH:48][CH:47]=[C:46]1C(O)=O.CN(C(ON1N=NC2C=CC=CC1=2)=[N+](C)C)C.F[P-](F)(F)(F)(F)F.C1C=CC2N(O)N=NC=2C=1, predict the reaction product. The product is: [CH3:1][O:2][C:3](=[O:37])[C@@H:4]([NH:14][C:15]([C:17]1[C:22]([CH3:23])=[N:21][C:20]([NH:24][CH2:25][CH2:26][CH2:27][C:28]2[CH:33]=[C:32]([OH:34])[CH:31]=[CH:30][C:29]=2[F:35])=[N:19][C:18]=1[CH3:36])=[O:16])[CH2:5][NH:6][C:7]([C:46]1[S:45][CH:49]=[CH:48][CH:47]=1)=[O:9]. (3) Given the reactants [Br:1][C:2]1[CH:7]=[CH:6][C:5]([C:8]2[N:17]=[C:16](Cl)[C:15]3[C:10](=[CH:11][C:12]([Cl:19])=[CH:13][CH:14]=3)[N:9]=2)=[CH:4][CH:3]=1.[CH2:20]([NH2:27])[C:21]1[CH:26]=[CH:25][CH:24]=[CH:23][CH:22]=1, predict the reaction product. The product is: [CH2:20]([NH:27][C:16]1[C:15]2[C:10](=[CH:11][C:12]([Cl:19])=[CH:13][CH:14]=2)[N:9]=[C:8]([C:5]2[CH:6]=[CH:7][C:2]([Br:1])=[CH:3][CH:4]=2)[N:17]=1)[C:21]1[CH:26]=[CH:25][CH:24]=[CH:23][CH:22]=1. (4) Given the reactants [O:1]=[C:2]1[C:11]2[C:6](=[CH:7][C:8](OS(C(F)(F)F)(=O)=O)=[CH:9][CH:10]=2)[CH2:5][CH2:4][C:3]1([CH2:25][C:26]([O:28][CH2:29][CH3:30])=[O:27])[CH2:20][C:21]([F:24])([F:23])[F:22].C([O-])(=O)C.[K+].[CH3:36][C:37]1([CH3:53])[C:41]([CH3:43])([CH3:42])[O:40][B:39]([B:39]2[O:40][C:41]([CH3:43])([CH3:42])[C:37]([CH3:53])([CH3:36])[O:38]2)[O:38]1, predict the reaction product. The product is: [O:1]=[C:2]1[C:11]2[C:6](=[CH:7][C:8]([B:39]3[O:40][C:41]([CH3:43])([CH3:42])[C:37]([CH3:53])([CH3:36])[O:38]3)=[CH:9][CH:10]=2)[CH2:5][CH2:4][C:3]1([CH2:25][C:26]([O:28][CH2:29][CH3:30])=[O:27])[CH2:20][C:21]([F:22])([F:24])[F:23]. (5) The product is: [C:1]([N:4]1[C:13]2[C:8](=[CH:9][C:10]([C:15]([O:17][CH3:18])=[O:16])=[C:11]([F:14])[CH:12]=2)[C@H:7]([NH2:19])[C@@H:6]([CH3:30])[C@@H:5]1[CH:31]1[CH2:32][CH2:33]1)(=[O:3])[CH3:2]. Given the reactants [C:1]([N:4]1[C:13]2[C:8](=[CH:9][C:10]([C:15]([O:17][CH3:18])=[O:16])=[C:11]([F:14])[CH:12]=2)[C@H:7]([NH:19]C(OCC2C=CC=CC=2)=O)[C@@H:6]([CH3:30])[C@@H:5]1[CH:31]1[CH2:33][CH2:32]1)(=[O:3])[CH3:2], predict the reaction product. (6) Given the reactants [C:1]([O:5][C:6]([NH:8][C@H:9]1[C:13]2([CH2:15][CH2:14]2)[CH2:12][N:11]([C:16]2[C:29]([F:30])=[CH:28][C:19]([C:20]([CH2:22][C:23]([O:25][CH2:26][CH3:27])=[O:24])=[O:21])=[C:18]([F:31])[CH:17]=2)[CH2:10]1)=[O:7])([CH3:4])([CH3:3])[CH3:2].C(OC(=O)C)(=O)C.C([O-])([O-])OCC.C([N:47]([CH2:50][CH3:51])[CH2:48]C)C.C1(C)C=CC(S(O)(=O)=O)=CC=1.[F:63][C@H:64]1C[C@H]1N, predict the reaction product. The product is: [F:63][C@H:64]1[CH2:51][C@H:50]1[NH:47][CH:48]=[C:22]([C:20](=[O:21])[C:19]1[CH:28]=[C:29]([F:30])[C:16]([N:11]2[CH2:10][C@@H:9]([NH:8][C:6]([O:5][C:1]([CH3:2])([CH3:3])[CH3:4])=[O:7])[C:13]3([CH2:14][CH2:15]3)[CH2:12]2)=[CH:17][C:18]=1[F:31])[C:23]([O:25][CH2:26][CH3:27])=[O:24].